From a dataset of Full USPTO retrosynthesis dataset with 1.9M reactions from patents (1976-2016). Predict the reactants needed to synthesize the given product. (1) The reactants are: [CH2:1]([N:3]1[CH:7]=[C:6]([S:8](Cl)(=[O:10])=[O:9])[C:5]([CH3:12])=[N:4]1)[CH3:2].[OH-].[NH4+:14].O. Given the product [CH2:1]([N:3]1[CH:7]=[C:6]([S:8]([NH2:14])(=[O:10])=[O:9])[C:5]([CH3:12])=[N:4]1)[CH3:2], predict the reactants needed to synthesize it. (2) Given the product [CH2:1]([N:8]1[C:16]2[C:15]3=[N:17][C@H:18]([CH2:20][C:21]4[CH:26]=[CH:25][CH:24]=[CH:23][CH:22]=4)[CH2:19][N:14]3[C:13](=[O:27])[N:12]([CH2:28][CH2:29][CH3:30])[C:11]=2[N:10]=[C:9]1[N:38]1[CH2:42][CH2:41][CH2:40][CH2:39]1)[C:2]1[CH:7]=[CH:6][CH:5]=[CH:4][CH:3]=1, predict the reactants needed to synthesize it. The reactants are: [CH2:1]([N:8]1[C:16]2[C:15]3=[N:17][C@H:18]([CH2:20][C:21]4[CH:26]=[CH:25][CH:24]=[CH:23][CH:22]=4)[CH2:19][N:14]3[C:13](=[O:27])[N:12]([CH2:28][CH2:29][CH3:30])[C:11]=2[N:10]=[C:9]1Br)[C:2]1[CH:7]=[CH:6][CH:5]=[CH:4][CH:3]=1.C(=O)([O-])[O-].[K+].[K+].[NH:38]1[CH2:42][CH2:41][CH2:40][CH2:39]1.O. (3) The reactants are: [CH:1]([O:3][CH2:4][CH2:5][C:6]1[C:15]2[C:10](=[CH:11][CH:12]=[CH:13][CH:14]=2)[CH:9]=[CH:8][CH:7]=1)=[CH2:2].[SH:16][CH2:17][CH2:18][OH:19]. Given the product [C:6]1([CH2:5][CH2:4][O:3][CH2:1][CH2:2][S:16][CH2:17][CH2:18][OH:19])[C:15]2[C:10](=[CH:11][CH:12]=[CH:13][CH:14]=2)[CH:9]=[CH:8][CH:7]=1, predict the reactants needed to synthesize it. (4) Given the product [Cl:18][C:13]1[CH:14]=[CH:15][CH:16]=[CH:17][C:12]=1[S:9]([N:8]([CH2:19][CH:20]([CH3:22])[CH3:21])[CH2:7][C:4]1[S:5][CH:6]=[C:2]([C:14]2[CH:15]=[CH:16][CH:17]=[C:12]([S:9]([NH2:8])(=[O:11])=[O:10])[CH:13]=2)[CH:3]=1)(=[O:11])=[O:10], predict the reactants needed to synthesize it. The reactants are: Br[C:2]1[CH:3]=[C:4]([CH2:7][N:8]([CH2:19][CH:20]([CH3:22])[CH3:21])[S:9]([C:12]2[CH:17]=[CH:16][CH:15]=[CH:14][C:13]=2[Cl:18])(=[O:11])=[O:10])[S:5][CH:6]=1.C([O-])([O-])=O.[Na+].[Na+].